This data is from Peptide-MHC class II binding affinity with 134,281 pairs from IEDB. The task is: Regression. Given a peptide amino acid sequence and an MHC pseudo amino acid sequence, predict their binding affinity value. This is MHC class II binding data. (1) The peptide sequence is WMTTEDMLEVWNRVW. The MHC is HLA-DQA10201-DQB10301 with pseudo-sequence HLA-DQA10201-DQB10301. The binding affinity (normalized) is 0.364. (2) The peptide sequence is FYNEKAFLLTTFDVS. The MHC is HLA-DQA10501-DQB10201 with pseudo-sequence HLA-DQA10501-DQB10201. The binding affinity (normalized) is 0.265.